Dataset: Reaction yield outcomes from USPTO patents with 853,638 reactions. Task: Predict the reaction yield, written as a fraction of the theoretical maximum amount of product (1.0 means a 100% yield; for example, 0.34 means a 34% yield). (1) The reactants are Cl.[NH2:2][C@H:3]1[C:12]2[C:7](=[CH:8][CH:9]=[C:10]([C:13]([O:15][CH3:16])=[O:14])[CH:11]=2)[O:6][CH2:5][CH2:4]1.CCN(C(C)C)C(C)C.[Cl:26][C:27]1[CH:35]=[CH:34][CH:33]=[CH:32][C:28]=1[C:29](Cl)=[O:30]. The catalyst is ClCCl. The product is [Cl:26][C:27]1[CH:35]=[CH:34][CH:33]=[CH:32][C:28]=1[C:29]([NH:2][C@H:3]1[C:12]2[C:7](=[CH:8][CH:9]=[C:10]([C:13]([O:15][CH3:16])=[O:14])[CH:11]=2)[O:6][CH2:5][CH2:4]1)=[O:30]. The yield is 0.920. (2) The reactants are OS(O)(=O)=O.[C:6](=[O:22])([O:20][CH3:21])[O:7][C:8]1[CH:13]=[CH:12][C:11]([Br:14])=[CH:10][C:9]=1[CH:15]1[CH2:19][CH2:18][CH2:17][CH2:16]1.[N+:23]([O-])([O-:25])=[O:24].[K+]. No catalyst specified. The product is [C:6](=[O:22])([O:20][CH3:21])[O:7][C:8]1[CH:13]=[C:12]([N+:23]([O-:25])=[O:24])[C:11]([Br:14])=[CH:10][C:9]=1[CH:15]1[CH2:19][CH2:18][CH2:17][CH2:16]1. The yield is 0.720. (3) The catalyst is CO.O. The yield is 0.540. The reactants are [F:1][C:2]1[CH:29]=[CH:28][C:5]2[CH:6]=[C:7]([C:9]3[C:18]([N:19]([CH3:23])[CH:20]([CH3:22])[CH3:21])=[N:17][C:16]4[C:11](=[CH:12][CH:13]=[C:14]([C:24]([O:26]C)=[O:25])[CH:15]=4)[N:10]=3)[O:8][C:4]=2[CH:3]=1.[OH-].[Na+].Cl. The product is [F:1][C:2]1[CH:29]=[CH:28][C:5]2[CH:6]=[C:7]([C:9]3[C:18]([N:19]([CH3:23])[CH:20]([CH3:22])[CH3:21])=[N:17][C:16]4[C:11](=[CH:12][CH:13]=[C:14]([C:24]([OH:26])=[O:25])[CH:15]=4)[N:10]=3)[O:8][C:4]=2[CH:3]=1. (4) The reactants are [CH:1]1([CH2:4][OH:5])[CH2:3][CH2:2]1.[H-].[Na+].[Br:8][C:9]1[C:18]2[C:13](=[CH:14][C:15]([CH2:19]Br)=[CH:16][CH:17]=2)[C:12](=[O:21])[N:11]([CH:22]([CH3:24])[CH3:23])[N:10]=1. The catalyst is C1COCC1. The product is [Br:8][C:9]1[C:18]2[C:13](=[CH:14][C:15]([CH2:19][O:5][CH2:4][CH:1]3[CH2:3][CH2:2]3)=[CH:16][CH:17]=2)[C:12](=[O:21])[N:11]([CH:22]([CH3:24])[CH3:23])[N:10]=1. The yield is 0.870. (5) The reactants are C[O:2][C:3](=[O:23])[C:4]1[CH:9]=[CH:8][C:7]([O:10][CH2:11][C:12]2[C:13]([C:17]3[CH:22]=[CH:21][CH:20]=[CH:19][N:18]=3)=[N:14][O:15][CH:16]=2)=[N:6][CH:5]=1.C(OC(C1C(C2C=CC=CN=2)=NOC=1)=O)C. No catalyst specified. The product is [N:18]1[CH:19]=[CH:20][CH:21]=[CH:22][C:17]=1[C:13]1[C:12]([CH2:11][O:10][C:7]2[CH:8]=[CH:9][C:4]([C:3]([OH:23])=[O:2])=[CH:5][N:6]=2)=[CH:16][O:15][N:14]=1. The yield is 0.940.